This data is from Catalyst prediction with 721,799 reactions and 888 catalyst types from USPTO. The task is: Predict which catalyst facilitates the given reaction. Product: [Cl:17][C:13]1[CH:12]=[C:11]([C:9]2[NH:8][C:7]3[N:18]=[CH:20][NH:21][C:4](=[O:5])[C:6]=3[CH:10]=2)[CH:16]=[CH:15][N:14]=1. The catalyst class is: 51. Reactant: C(O[C:4]([C:6]1[CH:10]=[C:9]([C:11]2[CH:16]=[CH:15][N:14]=[C:13]([Cl:17])[CH:12]=2)[NH:8][C:7]=1[NH2:18])=[O:5])C.Cl.[CH:20](N)=[NH:21].C([O-])(O)=O.[Na+].